Task: Predict the reaction yield, written as a fraction of the theoretical maximum amount of product (1.0 means a 100% yield; for example, 0.34 means a 34% yield).. Dataset: Reaction yield outcomes from USPTO patents with 853,638 reactions (1) No catalyst specified. The yield is 0.770. The product is [CH3:1][O:2][C:3]1[CH:4]=[C:5]2[C:10](=[O:9])[NH:16][C:7](=[O:8])[C:6]2=[CH:12][CH:13]=1. The reactants are [CH3:1][O:2][C:3]1[CH:4]=[C:5]2[C:10](=O)[O:9][C:7](=[O:8])[C:6]2=[CH:12][CH:13]=1.C([NH2:16])=O. (2) The reactants are [CH:1]1([C:6]([OH:8])=O)[CH2:5][CH2:4][CH2:3][CH2:2]1.[CH2:9]([N:12]1[C:16]([NH2:17])=[N:15][N:14]=[N:13]1)[CH2:10][CH3:11]. No catalyst specified. The product is [CH2:9]([N:12]1[C:16]([NH:17][C:6]([CH:1]2[CH2:2][CH2:3][CH2:4][CH2:5]2)=[O:8])=[N:15][N:14]=[N:13]1)[CH2:10][CH3:11]. The yield is 0.450. (3) The reactants are CN(C1C(C2C(P(C3CCCCC3)C3CCCCC3)=CC=CC=2)=CC=CC=1)C.Cl[C:30]1[N:35]=[CH:34][C:33]([C:36]2[O:40][N:39]=[C:38]([C:41]3[N:46]=[C:45]([N:47]([CH3:54])[C:48]4[CH:53]=[CH:52][CH:51]=[CH:50][CH:49]=4)[N:44]=[C:43]([NH2:55])[N:42]=3)[N:37]=2)=[CH:32][CH:31]=1.[F:56][C:57]([F:61])([F:60])[CH2:58][NH2:59].[Li+].C[Si]([N-][Si](C)(C)C)(C)C. The catalyst is C1COCC1.CCOC(C)=O.C1C=CC(/C=C/C(/C=C/C2C=CC=CC=2)=O)=CC=1.C1C=CC(/C=C/C(/C=C/C2C=CC=CC=2)=O)=CC=1.C1C=CC(/C=C/C(/C=C/C2C=CC=CC=2)=O)=CC=1.[Pd].[Pd]. The product is [CH3:54][N:47]([C:48]1[CH:53]=[CH:52][CH:51]=[CH:50][CH:49]=1)[C:45]1[N:44]=[C:43]([NH2:55])[N:42]=[C:41]([C:38]2[N:37]=[C:36]([C:33]3[CH:34]=[N:35][C:30]([NH:59][CH2:58][C:57]([F:61])([F:60])[F:56])=[CH:31][CH:32]=3)[O:40][N:39]=2)[N:46]=1. The yield is 0.0600. (4) The reactants are [NH2:1][C:2]1[N:3]=[CH:4][C:5]2[CH2:11][N:10]([C:12]3[CH:20]=[CH:19][C:15]([C:16]([OH:18])=O)=[CH:14][CH:13]=3)[CH2:9][CH2:8][C:6]=2[N:7]=1.C(N(CC)C(C)C)(C)C.CN(C(ON1N=NC2C=CC=CC1=2)=[N+](C)C)C.F[P-](F)(F)(F)(F)F.[F:54][C:55]([F:64])([F:63])[C:56]1[CH:57]=[C:58]([CH:60]=[CH:61][CH:62]=1)[NH2:59]. The catalyst is CN(C=O)C. The product is [NH2:1][C:2]1[N:3]=[CH:4][C:5]2[CH2:11][N:10]([C:12]3[CH:20]=[CH:19][C:15]([C:16]([NH:59][C:58]4[CH:60]=[CH:61][CH:62]=[C:56]([C:55]([F:54])([F:63])[F:64])[CH:57]=4)=[O:18])=[CH:14][CH:13]=3)[CH2:9][CH2:8][C:6]=2[N:7]=1. The yield is 0.0800. (5) The reactants are [Cl:1][C:2]1[CH:27]=[CH:26][CH:25]=[CH:24][C:3]=1[C:4]([NH:6][C:7](=[O:23])[NH:8][C:9]1[S:10][C:11]2[CH:17]=[C:16]([S:18]([CH:21]=[CH2:22])(=[O:20])=[O:19])[CH:15]=[CH:14][C:12]=2[N:13]=1)=[O:5].[NH:28]1[CH2:33][CH2:32][O:31][CH2:30][CH2:29]1. The catalyst is C1COCC1. The product is [Cl:1][C:2]1[CH:27]=[CH:26][CH:25]=[CH:24][C:3]=1[C:4]([NH:6][C:7](=[O:23])[NH:8][C:9]1[S:10][C:11]2[CH:17]=[C:16]([S:18]([CH2:21][CH2:22][N:28]3[CH2:33][CH2:32][O:31][CH2:30][CH2:29]3)(=[O:20])=[O:19])[CH:15]=[CH:14][C:12]=2[N:13]=1)=[O:5]. The yield is 0.330. (6) The reactants are Br[C:2]1[S:27][C:5]2[C:6]3[CH:14]=[N:13][C:12]([N:15]([C:23]([CH3:26])([CH3:25])[CH3:24])[C:16](=[O:22])[O:17][C:18]([CH3:21])([CH3:20])[CH3:19])=[CH:11][C:7]=3[O:8][CH2:9][CH2:10][C:4]=2[CH:3]=1.[Cl:28][C:29]1[CH:34]=[CH:33][CH:32]=[CH:31][C:30]=1[N:35]=[C:36]=[O:37]. No catalyst specified. The product is [C:23]([N:15]([C:12]1[N:13]=[CH:14][C:6]2[C:5]3[S:27][C:2]([C:36](=[O:37])[NH:35][C:30]4[CH:31]=[CH:32][CH:33]=[CH:34][C:29]=4[Cl:28])=[CH:3][C:4]=3[CH2:10][CH2:9][O:8][C:7]=2[CH:11]=1)[C:16](=[O:22])[O:17][C:18]([CH3:19])([CH3:20])[CH3:21])([CH3:24])([CH3:26])[CH3:25]. The yield is 0.610. (7) The reactants are Cl.[C:2]([NH2:5])(=[NH:4])[CH3:3].C[O-].[Na+].[F:9][C:10]1[CH:24]=[CH:23][C:13]([CH2:14][CH:15]([C:20](=O)[CH3:21])[C:16](OC)=[O:17])=[CH:12][CH:11]=1.O. The catalyst is CO. The product is [F:9][C:10]1[CH:11]=[CH:12][C:13]([CH2:14][C:15]2[C:16]([OH:17])=[N:4][C:2]([CH3:3])=[N:5][C:20]=2[CH3:21])=[CH:23][CH:24]=1. The yield is 0.890. (8) The reactants are [Br:1][C:2]1[CH:10]=[C:9]2[C:5]([C:6]([CH:34]([F:36])[F:35])=[CH:7][N:8]2[S:11]([C:14]2[CH:15]=[CH:16][C:17]([O:32][CH3:33])=[C:18]([CH:20]3[CH2:25][CH2:24][N:23](C(=O)C(Cl)(Cl)Cl)[CH2:22][CH2:21]3)[CH:19]=2)(=[O:13])=[O:12])=[CH:4][CH:3]=1.[OH-].[K+]. The catalyst is C1COCC1. The product is [Br:1][C:2]1[CH:10]=[C:9]2[C:5]([C:6]([CH:34]([F:36])[F:35])=[CH:7][N:8]2[S:11]([C:14]2[CH:15]=[CH:16][C:17]([O:32][CH3:33])=[C:18]([CH:20]3[CH2:21][CH2:22][NH:23][CH2:24][CH2:25]3)[CH:19]=2)(=[O:12])=[O:13])=[CH:4][CH:3]=1. The yield is 0.263. (9) The yield is 0.710. The catalyst is C(Cl)Cl. The reactants are [CH3:1][S:2](Cl)(=[O:4])=[O:3].[Cl:6][C:7]1[CH:8]=[C:9]([CH:30]=[CH:31][C:32]=1[F:33])[NH:10][C:11]1[C:20]2[C:15](=[CH:16][C:17]([O:28][CH3:29])=[CH:18][C:19]=2[O:21][CH:22]2[CH2:27][CH2:26][NH:25][CH2:24][CH2:23]2)[N:14]=[CH:13][N:12]=1.C(N(CC)CC)C. The product is [Cl:6][C:7]1[CH:8]=[C:9]([CH:30]=[CH:31][C:32]=1[F:33])[NH:10][C:11]1[C:20]2[C:15](=[CH:16][C:17]([O:28][CH3:29])=[CH:18][C:19]=2[O:21][CH:22]2[CH2:23][CH2:24][N:25]([S:2]([CH3:1])(=[O:4])=[O:3])[CH2:26][CH2:27]2)[N:14]=[CH:13][N:12]=1. (10) The reactants are [NH2:1][C:2]1[CH:3]=[C:4]([C:8]2[C:16]3[C:11](=[CH:12][CH:13]=[C:14]([C:17]([NH2:19])=[O:18])[CH:15]=3)[N:10](C3CCCCO3)[N:9]=2)[CH:5]=[CH:6][CH:7]=1.[C:26]1([CH:32]([CH3:36])[C:33](O)=[O:34])[CH:31]=[CH:30][CH:29]=[CH:28][CH:27]=1.CCN=C=NCCCN(C)C. No catalyst specified. The product is [C:26]1([CH:32]([CH3:36])[C:33]([NH:1][C:2]2[CH:3]=[C:4]([C:8]3[C:16]4[C:11](=[CH:12][CH:13]=[C:14]([C:17]([NH2:19])=[O:18])[CH:15]=4)[NH:10][N:9]=3)[CH:5]=[CH:6][CH:7]=2)=[O:34])[CH:31]=[CH:30][CH:29]=[CH:28][CH:27]=1. The yield is 0.170.